The task is: Predict the product of the given reaction.. This data is from Forward reaction prediction with 1.9M reactions from USPTO patents (1976-2016). (1) Given the reactants [Br:1][C:2]1[CH:41]=[CH:40][CH:39]=[CH:38][C:3]=1[O:4][CH2:5][C@H:6]([OH:37])[CH2:7][NH:8][C:9]1[CH:14]=[CH:13][NH:12][C:11](=[O:15])[C:10]=1[C:16]1[NH:17][C:18]2[C:26]([N:27]=1)=[CH:25][C:24]1[C:23](=[O:28])[N:22]([CH:29]3[CH2:34][CH2:33][N:32]([CH2:35]C)[CH2:31][CH2:30]3)[CH2:21][C:20]=1[CH:19]=2.[C:42]([OH:48])([C:44]([F:47])([F:46])[F:45])=[O:43].Cl.Cl.ClC1C=CNC(=O)C=1C1NC2C(N=1)=CC1C(=O)N(C3CCN(CC)CC3)C(=O)C=1C=2.NC[C@@H](O)COC1C=CC=CC=1Br, predict the reaction product. The product is: [F:45][C:44]([F:47])([F:46])[C:42]([OH:48])=[O:43].[Br:1][C:2]1[CH:41]=[C:40]([F:45])[CH:39]=[CH:38][C:3]=1[O:4][CH2:5][C@H:6]([OH:37])[CH2:7][NH:8][C:9]1[CH:14]=[CH:13][NH:12][C:11](=[O:15])[C:10]=1[C:16]1[NH:17][C:18]2[C:26]([N:27]=1)=[CH:25][C:24]1[C:23](=[O:28])[N:22]([CH:29]3[CH2:34][CH2:33][N:32]([CH3:35])[CH2:31][CH2:30]3)[CH2:21][C:20]=1[CH:19]=2. (2) The product is: [CH:22]1([CH2:21][C:20]2[N:27]=[N:28][C:3]3[C@:2]4([CH3:1])[C:8]([CH3:10])([CH3:9])[C@H:5]([C:4]=3[CH:19]=2)[CH2:6][CH2:7]4)[CH2:24][CH2:23]1. Given the reactants [CH3:1][C@@:2]12[C:8]([CH3:10])([CH3:9])[C@@H:5]([CH2:6][CH2:7]1)[C:4](=O)[C:3]2=O.COP([CH2:19][C:20](=O)[CH2:21][CH:22]1[CH2:24][CH2:23]1)(=O)OC.O.[NH2:27][NH2:28], predict the reaction product. (3) Given the reactants C([NH:4][C@:5]1([C:22](NC(C)(C)C)=[O:23])[C@@H:9]([CH2:10][CH2:11][CH2:12][B:13]2[O:17]C(C)(C)C(C)(C)[O:14]2)[CH2:8][NH:7][CH2:6]1)(=O)C.S([O-])([O-])(=O)=O.[Na+].[Na+].FC(F)(F)C1[CH:43]=[CH:42][C:41]([CH2:44][CH2:45][CH:46]=O)=[CH:40][CH:39]=1.[C:60]([O:59][BH-]([O:59][C:60](=[O:62])[CH3:61])[O:59][C:60](=[O:62])[CH3:61])(=[O:62])[CH3:61].[Na+].C(=O)([O-])[O-:65].[Na+].[Na+], predict the reaction product. The product is: [NH2:4][C@:5]1([C:22]([OH:23])=[O:65])[C@@H:9]([CH2:10][CH2:11][CH2:12][B:13]([OH:14])[OH:17])[CH2:8][N:7]([CH2:46][CH2:45][CH2:44][C:41]2[CH:42]=[CH:43][C:61]([C:60]([OH:59])=[O:62])=[CH:39][CH:40]=2)[CH2:6]1.